This data is from Full USPTO retrosynthesis dataset with 1.9M reactions from patents (1976-2016). The task is: Predict the reactants needed to synthesize the given product. (1) Given the product [C:20]([O:24][C:25](=[O:27])[NH:26][C@H:39]1[CH2:40][CH2:35][C@@H:34]([NH:30][C:2]2[N:3]=[CH:4][C:5]3[N:10]=[N:9][N:8]([C:11]4[CH:16]=[CH:15][C:14]([O:17][CH3:18])=[CH:13][CH:12]=4)[C:6]=3[N:7]=2)[CH2:36]1)([CH3:23])([CH3:22])[CH3:21], predict the reactants needed to synthesize it. The reactants are: Cl[C:2]1[N:3]=[CH:4][C:5]2[N:10]=[N:9][N:8]([C:11]3[CH:16]=[CH:15][C:14]([O:17][CH3:18])=[CH:13][CH:12]=3)[C:6]=2[N:7]=1.Cl.[C:20]([O:24][C:25](=[O:27])[NH2:26])([CH3:23])([CH3:22])[CH3:21].C([N:30]([CH:34]([CH3:36])[CH3:35])C(C)C)C.CO[CH2:39][CH2:40]O. (2) Given the product [CH3:1][C:2]1[CH:3]=[CH:4][C:5]([NH:21][C:22]([C:24]2[CH:29]=[CH:28][C:27]([CH2:30][N:31]3[CH2:32][CH2:33][N:34]([CH3:37])[CH2:35][CH2:36]3)=[CH:26][CH:25]=2)=[O:23])=[CH:6][C:7]=1[NH:8][C:9]1[N:10]=[CH:11][CH:12]=[C:13]([C:15]2[CH:16]=[CH:17][CH:18]=[N:19][CH:20]=2)[N:14]=1, predict the reactants needed to synthesize it. The reactants are: [CH3:1][C:2]1[CH:3]=[CH:4][C:5]([NH:21][C:22]([C:24]2[CH:25]=[CH:26][C:27]([CH2:30][N:31]3[CH2:36][CH2:35][N:34]([CH3:37])[CH2:33][CH2:32]3)=[CH:28][CH:29]=2)=[O:23])=[CH:6][C:7]=1[NH:8][C:9]1[N:10]=[CH:11][CH:12]=[C:13]([C:15]2[CH:16]=[CH:17][CH:18]=[N:19][CH:20]=2)[N:14]=1.CS(O)(=O)=O. (3) Given the product [ClH:14].[CH3:27][C:23]1[N:22]([CH2:21][C:17]2[N:18]=[N:19][CH:20]=[C:15]([C:2]3[CH:3]=[CH:4][C:5]4[C:10](=[CH:9][CH:8]=[CH:7][CH:6]=4)[CH:1]=3)[CH:16]=2)[CH:26]=[CH:25][N:24]=1, predict the reactants needed to synthesize it. The reactants are: [C:1]1(B(O)O)[C:10]2[C:5](=[CH:6][CH:7]=[CH:8][CH:9]=2)[CH:4]=[CH:3][CH:2]=1.[Cl:14][C:15]1[CH:16]=[C:17]([CH2:21][N:22]2[CH:26]=[CH:25][N:24]=[C:23]2[CH3:27])[N:18]=[N:19][CH:20]=1. (4) Given the product [NH2:6][C:5]1([CH2:4][OH:24])[CH2:7][CH2:8][CH2:9][CH2:10]1.[ClH:35].[NH2:26][C:18]1([CH2:17][Cl:35])[CH2:19][CH2:20][CH2:21][CH2:22]1, predict the reactants needed to synthesize it. The reactants are: C([C:4]1[CH:10]=[C:9]([N+]([O-])=O)[CH:8]=[CH:7][C:5]=1[NH2:6])CC.C([C:17]1[CH:22]=[C:21]([N+]([O-])=[O:24])[CH:20]=[CH:19][C:18]=1[N:26]=C=S)CC.OCCN.O=S(Cl)[Cl:35]. (5) The reactants are: [CH3:1][C@H:2]1[CH2:7][CH2:6][C@H:5]([C:8]([N:10]([CH:33]([CH3:35])[CH3:34])[C:11]2[CH:15]=[C:14]([C:16]3[CH:21]=[CH:20][C:19]([NH:22][C:23]([C:25]4[N:26]=[CH:27][S:28][CH:29]=4)=[O:24])=[CH:18][CH:17]=3)[S:13][C:12]=2[C:30]([OH:32])=[O:31])=[O:9])[CH2:4][CH2:3]1.[OH-].[OH:37][CH2:38][CH2:39][N+:40]([CH3:43])([CH3:42])[CH3:41]. Given the product [OH:37][CH2:38][CH2:39][N+:40]([CH3:43])([CH3:42])[CH3:41].[CH3:1][C@H:2]1[CH2:7][CH2:6][C@H:5]([C:8]([N:10]([CH:33]([CH3:35])[CH3:34])[C:11]2[CH:15]=[C:14]([C:16]3[CH:17]=[CH:18][C:19]([NH:22][C:23]([C:25]4[N:26]=[CH:27][S:28][CH:29]=4)=[O:24])=[CH:20][CH:21]=3)[S:13][C:12]=2[C:30]([O-:32])=[O:31])=[O:9])[CH2:4][CH2:3]1, predict the reactants needed to synthesize it. (6) Given the product [ClH:1].[N:2]12[CH2:9][CH2:8][CH:5]([CH2:6][CH2:7]1)[CH:4]([CH2:10][C:11]([NH:13][C:14]1[CH:19]=[CH:18][C:17]([C:26]3[CH:27]=[CH:28][C:23]([O:22][CH3:21])=[CH:24][CH:25]=3)=[CH:16][CH:15]=1)=[O:12])[CH2:3]2, predict the reactants needed to synthesize it. The reactants are: [ClH:1].[N:2]12[CH2:9][CH2:8][CH:5]([CH2:6][CH2:7]1)[CH:4]([CH2:10][C:11]([NH:13][C:14]1[CH:19]=[CH:18][C:17](Br)=[CH:16][CH:15]=1)=[O:12])[CH2:3]2.[CH3:21][O:22][C:23]1[CH:28]=[CH:27][C:26](B(O)O)=[CH:25][CH:24]=1.C(=O)([O-])[O-].[Na+].[Na+]. (7) Given the product [CH3:23][O:24][C:25]1[CH:30]=[C:29]([C:2]2[C:11]3[C:6](=[C:7]([O:14][CH3:15])[C:8]([O:12][CH3:13])=[CH:9][CH:10]=3)[CH:5]=[C:4]([NH:16][C:17]3[CH:21]=[C:20]([CH3:22])[NH:19][N:18]=3)[N:3]=2)[CH:28]=[CH:27][CH:26]=1, predict the reactants needed to synthesize it. The reactants are: Cl[C:2]1[C:11]2[C:6](=[C:7]([O:14][CH3:15])[C:8]([O:12][CH3:13])=[CH:9][CH:10]=2)[CH:5]=[C:4]([NH:16][C:17]2[CH:21]=[C:20]([CH3:22])[NH:19][N:18]=2)[N:3]=1.[CH3:23][O:24][C:25]1[CH:26]=[C:27](B(O)O)[CH:28]=[CH:29][CH:30]=1. (8) Given the product [CH2:34]([O:33][CH:29]([CH2:28][C:22]1[C:23]2[C:27](=[CH:26][CH:25]=[CH:1][CH:2]=2)[C:19]([O:18][CH2:17][CH2:16][CH2:15][C:13]2[N:14]=[C:10]([CH2:6][CH3:8])[O:11][C:12]=2[CH3:36])=[CH:20][CH:21]=1)[C:30]([OH:32])=[O:31])[CH3:35], predict the reactants needed to synthesize it. The reactants are: [C:1](Cl)(=O)[CH2:2]C.[C:6]([C:10]1[O:11][C:12]([CH2:36]C)=[C:13]([CH2:15][CH2:16][CH2:17][O:18][C:19]2[C:27]3[CH:26]=[CH:25]S[C:23]=3[C:22]([CH2:28][CH:29]([O:33][CH2:34][CH3:35])[C:30]([OH:32])=[O:31])=[CH:21][CH:20]=2)[N:14]=1)(C)([CH3:8])C. (9) Given the product [NH2:1][C:2]1[N:7]=[CH:6][N:5]=[C:4]2[N:8]([C@@H:12]3[CH2:17][CH2:16][CH2:15][N:14]([C:18]([O:20][C:21]([CH3:24])([CH3:23])[CH3:22])=[O:19])[CH2:13]3)[N:9]=[C:10]([C:27]3[CH:28]=[CH:29][C:30]([O:32][C:33]4[CH:38]=[CH:37][CH:36]=[CH:35][CH:34]=4)=[CH:31][C:26]=3[F:25])[C:3]=12, predict the reactants needed to synthesize it. The reactants are: [NH2:1][C:2]1[N:7]=[CH:6][N:5]=[C:4]2[N:8]([C@@H:12]3[CH2:17][CH2:16][CH2:15][N:14]([C:18]([O:20][C:21]([CH3:24])([CH3:23])[CH3:22])=[O:19])[CH2:13]3)[N:9]=[C:10](I)[C:3]=12.[F:25][C:26]1[CH:31]=[C:30]([O:32][C:33]2[CH:38]=[CH:37][CH:36]=[CH:35][CH:34]=2)[CH:29]=[CH:28][C:27]=1B(O)O.C(=O)([O-])[O-].[Na+].[Na+].COCCOC.